This data is from HIV replication inhibition screening data with 41,000+ compounds from the AIDS Antiviral Screen. The task is: Binary Classification. Given a drug SMILES string, predict its activity (active/inactive) in a high-throughput screening assay against a specified biological target. (1) The molecule is O=Nc1c(N=O)c(N=O)c(N=O)c(N=O)c1N=O. The result is 0 (inactive). (2) The molecule is COc1ccc(Nc2ccc3ccccc3c2-c2c(O)ccc3ccccc23)cc1. The result is 0 (inactive). (3) The molecule is CC(C)N(C(=O)C12C3(C(=O)C(C)(C)C)C4C5(C#N)C3C1(C(=O)C(C)(C)C)C5C42C(=O)C(C)(C)C)C(C)C. The result is 0 (inactive). (4) The drug is O=C(NC(=Cc1ccc([N+](=O)[O-])cc1)c1nc2ccccc2[nH]1)c1ccccc1. The result is 0 (inactive).